Dataset: Reaction yield outcomes from USPTO patents with 853,638 reactions. Task: Predict the reaction yield, written as a fraction of the theoretical maximum amount of product (1.0 means a 100% yield; for example, 0.34 means a 34% yield). The reactants are [Cl:1][C:2]1[CH:7]=[CH:6][C:5]([C:8]2[N:12]([CH2:13][C@H:14]([OH:19])[C:15]([F:18])([F:17])[F:16])[C:11](=[O:20])[N:10]([CH2:21][C:22]([O:24]C)=[O:23])[N:9]=2)=[CH:4][CH:3]=1.[OH-].[Li+]. The catalyst is CO.O. The product is [Cl:1][C:2]1[CH:7]=[CH:6][C:5]([C:8]2[N:12]([CH2:13][C@H:14]([OH:19])[C:15]([F:18])([F:16])[F:17])[C:11](=[O:20])[N:10]([CH2:21][C:22]([OH:24])=[O:23])[N:9]=2)=[CH:4][CH:3]=1. The yield is 0.710.